This data is from Forward reaction prediction with 1.9M reactions from USPTO patents (1976-2016). The task is: Predict the product of the given reaction. Given the reactants Br[C:2]1[CH:3]=[C:4]([N:22]([CH2:29][CH3:30])[CH:23]2[CH2:28][CH2:27][O:26][CH2:25][CH2:24]2)[C:5]([CH3:21])=[C:6]([CH:20]=1)[C:7]([NH:9][CH2:10][C:11]1[C:12](=[O:19])[NH:13][C:14]([CH3:18])=[CH:15][C:16]=1[CH3:17])=[O:8].[CH:31]([C:33]1[CH:38]=[CH:37][C:36](B(O)O)=[CH:35][CH:34]=1)=[O:32].C([O-])([O-])=O.[Na+].[Na+], predict the reaction product. The product is: [CH3:17][C:16]1[CH:15]=[C:14]([CH3:18])[NH:13][C:12](=[O:19])[C:11]=1[CH2:10][NH:9][C:7]([C:6]1[CH:20]=[C:2]([C:36]2[CH:37]=[CH:38][C:33]([CH:31]=[O:32])=[CH:34][CH:35]=2)[CH:3]=[C:4]([N:22]([CH2:29][CH3:30])[CH:23]2[CH2:28][CH2:27][O:26][CH2:25][CH2:24]2)[C:5]=1[CH3:21])=[O:8].